Dataset: Catalyst prediction with 721,799 reactions and 888 catalyst types from USPTO. Task: Predict which catalyst facilitates the given reaction. (1) Reactant: [Br:1][C:2]1[CH:7]=[C:6]([CH2:8][C@H:9](/[N:13]=[C:14]2\[C:15]([OH:24])([CH3:23])[CH:16]3[CH2:20][CH:18]([CH2:19]\2)[C:17]3([CH3:22])[CH3:21])[C:10](=[O:12])C)[CH:5]=[CH:4][C:3]=1[C:25]([P:28](=[O:35])([O:32][CH2:33][CH3:34])[O:29][CH2:30][CH3:31])([F:27])[F:26].FC(F)(F)C(O)=[O:39]. The catalyst class is: 6. Product: [Br:1][C:2]1[CH:7]=[C:6]([CH:5]=[CH:4][C:3]=1[C:25]([P:28]([O:32][CH2:33][CH3:34])([O:29][CH2:30][CH3:31])=[O:35])([F:26])[F:27])[CH2:8][C@@H:9]([C:10]([OH:12])=[O:39])[N:13]=[C:14]1[CH2:19][CH:18]2[CH2:20][CH:16]([C:17]2([CH3:21])[CH3:22])[C:15]1([OH:24])[CH3:23]. (2) Product: [NH2:3][C:8]1[CH:9]=[CH:10][C:11]([CH:14]([O:17][CH2:21][CH3:22])[CH2:15][CH3:16])=[CH:12][N:13]=1. Reactant: CC1[N:3]([C:8]2[N:13]=[CH:12][C:11]([CH:14]([OH:17])[CH2:15][CH3:16])=[CH:10][CH:9]=2)C(C)=CC=1.Cl.NO.[CH2:21](O)[CH3:22]. The catalyst class is: 6. (3) Reactant: Cl.[NH2:2][C:3]1[CH:4]=[C:5]([N:13]([CH2:21][CH2:22][CH2:23][N:24]([CH3:26])[CH3:25])[C:14](=[O:20])[O:15][C:16]([CH3:19])([CH3:18])[CH3:17])[CH:6]=[C:7]([C:9]([F:12])([F:11])[F:10])[CH:8]=1.Cl[C:28]1[C:37]2[C:32](=[CH:33][CH:34]=[CH:35][CH:36]=2)[C:31]([C:38]2[CH:47]=[CH:46][C:41]([C:42]([O:44][CH3:45])=[O:43])=[CH:40][CH:39]=2)=[N:30][N:29]=1. Product: [C:16]([O:15][C:14]([N:13]([CH2:21][CH2:22][CH2:23][N:24]([CH3:26])[CH3:25])[C:5]1[CH:4]=[C:3]([NH:2][C:28]2[C:37]3[C:32](=[CH:33][CH:34]=[CH:35][CH:36]=3)[C:31]([C:38]3[CH:47]=[CH:46][C:41]([C:42]([O:44][CH3:45])=[O:43])=[CH:40][CH:39]=3)=[N:30][N:29]=2)[CH:8]=[C:7]([C:9]([F:12])([F:11])[F:10])[CH:6]=1)=[O:20])([CH3:17])([CH3:18])[CH3:19]. The catalyst class is: 8. (4) Reactant: Cl[C:2]1[N:7]=[C:6](Cl)[CH:5]=[C:4]([C:9]([O:11][CH3:12])=[O:10])[N:3]=1.[CH:13]1([NH2:16])[CH2:15][CH2:14]1.[NH:17]1[CH2:22][CH2:21][O:20][CH2:19][CH2:18]1.[CH2:23](N(CC)CC)C. Product: [CH:13]1([NH:16][C:6]2[N:7]=[C:2]([N:17]3[CH2:22][CH2:21][O:20][CH2:19][CH2:18]3)[N:3]=[C:4]([C:9]([O:11][CH2:12][CH3:23])=[O:10])[CH:5]=2)[CH2:15][CH2:14]1. The catalyst class is: 8. (5) Reactant: [CH3:1][O:2][C:3]1[CH:8]=[CH:7][CH:6]=[CH:5][N:4]=1.C1C(=O)N([Br:16])C(=O)C1. Product: [Br:16][C:6]1[CH:7]=[CH:8][C:3]([O:2][CH3:1])=[N:4][CH:5]=1. The catalyst class is: 10. (6) Product: [Br:1][C:2]1[CH:3]=[CH:4][C:5]2[N:6]([C:8]([S:11][C:37]3[CH:38]=[C:39]4[C:34](=[CH:35][CH:36]=3)[N:63]=[CH:19][C:14]([N:56]3[CH2:60][CH2:68][N:66]([CH3:67])[CH2:65][CH2:55]3)=[CH:13]4)=[N:9][N:10]=2)[CH:7]=1. The catalyst class is: 110. Reactant: [Br:1][C:2]1[CH:3]=[CH:4][C:5]2[N:6]([C:8]([SH:11])=[N:9][N:10]=2)[CH:7]=1.C[C:13]1(C)[C:39]2[C:34](=[C:35](P(C3C=CC=CC=3)C3C=CC=CC=3)[CH:36]=[CH:37][CH:38]=2)OC2C(P(C3C=CC=CC=3)C3C=CC=CC=3)=CC=[CH:19][C:14]1=2.C[CH2:55][N:56]([CH:60](C)C)C(C)C.[N:63]#N.[CH3:65][N:66]([CH:68]=O)[CH3:67].